From a dataset of NCI-60 drug combinations with 297,098 pairs across 59 cell lines. Regression. Given two drug SMILES strings and cell line genomic features, predict the synergy score measuring deviation from expected non-interaction effect. Drug 1: CC12CCC3C(C1CCC2=O)CC(=C)C4=CC(=O)C=CC34C. Drug 2: C1=NNC2=C1C(=O)NC=N2. Cell line: HOP-62. Synergy scores: CSS=53.9, Synergy_ZIP=3.01, Synergy_Bliss=3.89, Synergy_Loewe=-10.00, Synergy_HSA=4.38.